This data is from Merck oncology drug combination screen with 23,052 pairs across 39 cell lines. The task is: Regression. Given two drug SMILES strings and cell line genomic features, predict the synergy score measuring deviation from expected non-interaction effect. (1) Drug 2: O=C(CCCCCCC(=O)Nc1ccccc1)NO. Cell line: NCIH2122. Synergy scores: synergy=5.55. Drug 1: CN(C)C(=N)N=C(N)N. (2) Drug 1: O=S1(=O)NC2(CN1CC(F)(F)F)C1CCC2Cc2cc(C=CCN3CCC(C(F)(F)F)CC3)ccc2C1. Drug 2: CN(C)C(=N)N=C(N)N. Cell line: RPMI7951. Synergy scores: synergy=9.59. (3) Drug 1: CCc1c2c(nc3ccc(O)cc13)-c1cc3c(c(=O)n1C2)COC(=O)C3(O)CC. Drug 2: CCc1cnn2c(NCc3ccc[n+]([O-])c3)cc(N3CCCCC3CCO)nc12. Cell line: NCIH2122. Synergy scores: synergy=-0.444. (4) Cell line: HCT116. Synergy scores: synergy=22.7. Drug 2: CC(C)CC(NC(=O)C(Cc1ccccc1)NC(=O)c1cnccn1)B(O)O. Drug 1: N.N.O=C(O)C1(C(=O)O)CCC1.[Pt]. (5) Drug 1: N#Cc1ccc(Cn2cncc2CN2CCN(c3cccc(Cl)c3)C(=O)C2)cc1. Drug 2: CCN(CC)CCNC(=O)c1c(C)[nH]c(C=C2C(=O)Nc3ccc(F)cc32)c1C. Cell line: UWB1289. Synergy scores: synergy=10.5. (6) Drug 1: Cc1nc(Nc2ncc(C(=O)Nc3c(C)cccc3Cl)s2)cc(N2CCN(CCO)CC2)n1. Drug 2: CCC1(O)C(=O)OCc2c1cc1n(c2=O)Cc2cc3c(CN(C)C)c(O)ccc3nc2-1. Cell line: SKOV3. Synergy scores: synergy=2.20. (7) Drug 1: CS(=O)(=O)CCNCc1ccc(-c2ccc3ncnc(Nc4ccc(OCc5cccc(F)c5)c(Cl)c4)c3c2)o1. Drug 2: CC(C)CC(NC(=O)C(Cc1ccccc1)NC(=O)c1cnccn1)B(O)O. Cell line: DLD1. Synergy scores: synergy=28.2.